This data is from Forward reaction prediction with 1.9M reactions from USPTO patents (1976-2016). The task is: Predict the product of the given reaction. (1) Given the reactants [OH:1][C:2]1[CH:3]=[C:4]([N:8]2[C:17](=[O:18])[C:16]3[C:11](=[CH:12][CH:13]=[CH:14][C:15]=3[CH3:19])[N:10]=[C:9]2[CH:20]([NH:22][C:23]2[N:31]=[CH:30][N:29]=[C:28]3[C:24]=2[N:25]=[CH:26][N:27]3COCC[Si](C)(C)C)[CH3:21])[CH:5]=[CH:6][CH:7]=1.Cl.Cl[CH2:42][CH2:43][N:44]([CH3:46])[CH3:45].Cl.OC1C=C(N2C(=O)C3C(=CC=CC=3C)N=C2C(NC2N=CN=C3C=2N=CN3)C)C=CC=1, predict the reaction product. The product is: [CH3:45][N:44]([CH3:46])[CH2:43][CH2:42][O:1][C:2]1[CH:3]=[C:4]([N:8]2[C:17](=[O:18])[C:16]3[C:11](=[CH:12][CH:13]=[CH:14][C:15]=3[CH3:19])[N:10]=[C:9]2[CH:20]([NH:22][C:23]2[N:31]=[CH:30][N:29]=[C:28]3[C:24]=2[N:25]=[CH:26][NH:27]3)[CH3:21])[CH:5]=[CH:6][CH:7]=1. (2) Given the reactants [Si]([O:18][CH2:19][C:20]1[O:24][C:23]([C:25]2[CH:30]=[CH:29][CH:28]=[CH:27][CH:26]=2)=[N:22][C:21]=1[CH2:31][O:32][C:33]1[CH:38]=[CH:37][C:36]([O:39][CH2:40][C:41]2[N:42]=[C:43]([C:47]3[CH:52]=[CH:51][CH:50]=[CH:49][CH:48]=3)[O:44][C:45]=2[CH3:46])=[CH:35][CH:34]=1)(C(C)(C)C)(C1C=CC=CC=1)C1C=CC=CC=1.O1CCCC1.[F-].C([N+](CCCC)(CCCC)CCCC)CCC, predict the reaction product. The product is: [CH3:46][C:45]1[O:44][C:43]([C:47]2[CH:48]=[CH:49][CH:50]=[CH:51][CH:52]=2)=[N:42][C:41]=1[CH2:40][O:39][C:36]1[CH:37]=[CH:38][C:33]([O:32][CH2:31][C:21]2[N:22]=[C:23]([C:25]3[CH:26]=[CH:27][CH:28]=[CH:29][CH:30]=3)[O:24][C:20]=2[CH2:19][OH:18])=[CH:34][CH:35]=1.